This data is from Full USPTO retrosynthesis dataset with 1.9M reactions from patents (1976-2016). The task is: Predict the reactants needed to synthesize the given product. (1) Given the product [Br:17][C:18]([CH3:23])([CH3:22])[C:19]([NH:1][C:2]1[CH:7]=[C:6]([N+:8]([O-:10])=[O:9])[CH:5]=[CH:4][C:3]=1[OH:11])=[O:20], predict the reactants needed to synthesize it. The reactants are: [NH2:1][C:2]1[CH:7]=[C:6]([N+:8]([O-:10])=[O:9])[CH:5]=[CH:4][C:3]=1[OH:11].C1COCC1.[Br:17][C:18]([CH3:23])([CH3:22])[C:19](Br)=[O:20]. (2) Given the product [OH:2][CH2:1][C:3]1[CH:4]=[CH:5][C:6]([C:9]#[N:10])=[N:7][CH:8]=1, predict the reactants needed to synthesize it. The reactants are: [CH:1]([C:3]1[CH:4]=[CH:5][C:6]([C:9]#[N:10])=[N:7][CH:8]=1)=[O:2].[BH4-].[Na+]. (3) Given the product [F:8][C:3]1[CH:4]=[CH:5][CH:6]=[CH:7][C:2]=1[C:17](=[O:25])[CH2:18][C:19]1[CH:24]=[CH:23][CH:22]=[CH:21][CH:20]=1, predict the reactants needed to synthesize it. The reactants are: Br[C:2]1[CH:7]=[CH:6][CH:5]=[CH:4][C:3]=1[F:8].ClC1C=C([C:17](=[O:25])[CH2:18][C:19]2[CH:24]=[CH:23][CH:22]=[CH:21][CH:20]=2)C=C(Cl)C=1. (4) Given the product [NH2:17][C@H:14]1[CH2:15][CH2:16][N:12]([C@H:3]([C:4]([N:6]2[CH2:7][CH2:8][O:9][CH2:10][CH2:11]2)=[O:5])[C@@H:2]([CH3:1])[CH2:29][CH3:30])[C:13]1=[O:28], predict the reactants needed to synthesize it. The reactants are: [CH3:1][C@@H:2]([CH2:29][CH3:30])[C@H:3]([N:12]1[CH2:16][CH2:15][C@H:14]([NH:17]C(=O)OCC2C=CC=CC=2)[C:13]1=[O:28])[C:4]([N:6]1[CH2:11][CH2:10][O:9][CH2:8][CH2:7]1)=[O:5].